Dataset: Full USPTO retrosynthesis dataset with 1.9M reactions from patents (1976-2016). Task: Predict the reactants needed to synthesize the given product. (1) Given the product [F:1][C:2]1[CH:23]=[CH:22][CH:21]=[C:20]([F:24])[C:3]=1[CH2:4][O:5][C:6]1[C:7]2[N:8]([C:13]([C:17]([NH:54][C@H:55]([CH2:58][CH2:59][CH2:60][CH3:61])[CH2:56][OH:57])=[O:18])=[C:14]([CH3:16])[N:15]=2)[CH:9]=[CH:10][C:11]=1[F:12], predict the reactants needed to synthesize it. The reactants are: [F:1][C:2]1[CH:23]=[CH:22][CH:21]=[C:20]([F:24])[C:3]=1[CH2:4][O:5][C:6]1[C:7]2[N:8]([C:13]([C:17](O)=[O:18])=[C:14]([CH3:16])[N:15]=2)[CH:9]=[CH:10][C:11]=1[F:12].F[B-](F)(F)F.N1(O[C+](N(C)C)N(C)C)C2C=CC=CC=2N=N1.CN1CCOCC1.[NH2:54][C@H:55]([CH2:58][CH2:59][CH2:60][CH3:61])[CH2:56][OH:57]. (2) Given the product [N:15]1([CH2:14][CH2:13][N:9]2[C:10]3[C:6](=[CH:5][C:4]([NH2:1])=[CH:12][CH:11]=3)[CH:7]=[N:8]2)[CH2:19][CH2:18][CH2:17][CH2:16]1, predict the reactants needed to synthesize it. The reactants are: [N+:1]([C:4]1[CH:5]=[C:6]2[C:10](=[CH:11][CH:12]=1)[N:9]([CH2:13][CH2:14][N:15]1[CH2:19][CH2:18][CH2:17][CH2:16]1)[N:8]=[CH:7]2)([O-])=O.[Cl-].[NH4+].